Dataset: Reaction yield outcomes from USPTO patents with 853,638 reactions. Task: Predict the reaction yield, written as a fraction of the theoretical maximum amount of product (1.0 means a 100% yield; for example, 0.34 means a 34% yield). (1) The reactants are CC(C)([O-])C.[K+].[CH:7]1[CH:12]=[CH:11][C:10]([CH2:13][SH:14])=[CH:9][CH:8]=1.[CH3:15][C:16]([C:18]1[CH:23]=[CH:22][C:21]([F:24])=[CH:20][C:19]=1F)=[O:17].[Cl-].[NH4+]. The catalyst is O1CCCC1. The product is [CH2:13]([S:14][C:23]1[CH:22]=[C:21]([F:24])[CH:20]=[CH:19][C:18]=1[C:16](=[O:17])[CH3:15])[C:10]1[CH:11]=[CH:12][CH:7]=[CH:8][CH:9]=1. The yield is 0.610. (2) The reactants are C([O:5][C:6](=[O:32])[CH2:7][CH2:8][C:9]([NH:28][C:29](=[O:31])[CH3:30])([CH2:19][CH2:20][C:21]([O:23]C(C)(C)C)=[O:22])[CH2:10][CH2:11][C:12]([O:14]C(C)(C)C)=[O:13])(C)(C)C. The catalyst is C(O)=O. The product is [C:29]([NH:28][C:9]([CH2:10][CH2:11][C:12]([OH:14])=[O:13])([CH2:19][CH2:20][C:21]([OH:23])=[O:22])[CH2:8][CH2:7][C:6]([OH:32])=[O:5])(=[O:31])[CH3:30]. The yield is 0.930. (3) The reactants are [C:1]([O:5][C:6]([NH:8][C:9]1[CH:10]=[C:11]2[C:16](=[CH:17][CH:18]=1)[CH:15]=[C:14]([C:19]([O:21][CH3:22])=[O:20])[CH:13]=[CH:12]2)=[O:7])([CH3:4])([CH3:3])[CH3:2].C1C(=O)N([Br:30])C(=O)C1. The catalyst is CC#N. The product is [C:1]([O:5][C:6]([NH:8][C:9]1[CH:18]=[CH:17][C:16]2[C:11](=[CH:12][CH:13]=[C:14]([C:19]([O:21][CH3:22])=[O:20])[CH:15]=2)[C:10]=1[Br:30])=[O:7])([CH3:4])([CH3:3])[CH3:2]. The yield is 0.910. (4) The reactants are [Cl:1][C:2]1[CH:7]=[CH:6][C:5]([CH:8]([C:10]2[CH:14]=[C:13]([C:15]3[CH:20]=[CH:19][N:18]=[C:17](F)[CH:16]=3)[S:12][C:11]=2[C:22]2[N:26]=[CH:25][N:24](C3CCCCO3)[N:23]=2)[OH:9])=[CH:4][CH:3]=1.[CH2:33]([CH2:35][NH2:36])[OH:34].C(N(CC)C(C)C)(C)C.CS(C)=O.O1CCOCC1.Cl. The catalyst is O. The product is [Cl:1][C:2]1[CH:7]=[CH:6][C:5]([CH:8]([OH:9])[C:10]2[CH:14]=[C:13]([C:15]3[CH:20]=[CH:19][N:18]=[C:17]([NH:36][CH2:35][CH2:33][OH:34])[CH:16]=3)[S:12][C:11]=2[C:22]2[NH:26][CH:25]=[N:24][N:23]=2)=[CH:4][CH:3]=1. The yield is 0.242. (5) The yield is 0.850. The reactants are [NH2:1][C:2]1[CH:7]=[CH:6][C:5]([N:8]2[CH2:13][CH2:12][CH:11]([C:14]3[O:18][C:17](=[O:19])[N:16]([CH3:20])[N:15]=3)[CH2:10][CH2:9]2)=[C:4]([F:21])[CH:3]=1.[N+:22]([C:25]1[O:29][C:28]([CH:30]=O)=[CH:27][CH:26]=1)([O-:24])=[O:23]. The product is [F:21][C:4]1[CH:3]=[C:2](/[N:1]=[CH:30]/[C:28]2[O:29][C:25]([N+:22]([O-:24])=[O:23])=[CH:26][CH:27]=2)[CH:7]=[CH:6][C:5]=1[N:8]1[CH2:13][CH2:12][CH:11]([C:14]2[O:18][C:17](=[O:19])[N:16]([CH3:20])[N:15]=2)[CH2:10][CH2:9]1. The catalyst is CC(O)=O.CO. (6) The product is [CH3:23][O:1][CH2:2][C@H:3]1[CH2:8][CH2:7][CH2:6][C@H:5]([N:9]2[C:10](=[O:19])[C:11]3[C:16](=[CH:15][CH:14]=[CH:13][CH:12]=3)[C:17]2=[O:18])[CH2:4]1. The yield is 0.540. The reactants are [OH:1][CH2:2][C@H:3]1[CH2:8][CH2:7][CH2:6][C@H:5]([N:9]2[C:17](=[O:18])[C:16]3[C:11](=[CH:12][CH:13]=[CH:14][CH:15]=3)[C:10]2=[O:19])[CH2:4]1.[H-].[Na+].I[CH3:23]. The catalyst is CN(C=O)C.